Dataset: NCI-60 drug combinations with 297,098 pairs across 59 cell lines. Task: Regression. Given two drug SMILES strings and cell line genomic features, predict the synergy score measuring deviation from expected non-interaction effect. (1) Drug 1: C1CCC(C1)C(CC#N)N2C=C(C=N2)C3=C4C=CNC4=NC=N3. Drug 2: C1=C(C(=O)NC(=O)N1)F. Cell line: A498. Synergy scores: CSS=48.9, Synergy_ZIP=-2.99, Synergy_Bliss=-5.83, Synergy_Loewe=-8.84, Synergy_HSA=-5.88. (2) Drug 1: C1CC(=O)NC(=O)C1N2CC3=C(C2=O)C=CC=C3N. Drug 2: CC1=CC2C(CCC3(C2CCC3(C(=O)C)OC(=O)C)C)C4(C1=CC(=O)CC4)C. Cell line: BT-549. Synergy scores: CSS=8.04, Synergy_ZIP=-0.367, Synergy_Bliss=3.55, Synergy_Loewe=0.713, Synergy_HSA=1.27. (3) Drug 1: CCCCC(=O)OCC(=O)C1(CC(C2=C(C1)C(=C3C(=C2O)C(=O)C4=C(C3=O)C=CC=C4OC)O)OC5CC(C(C(O5)C)O)NC(=O)C(F)(F)F)O. Drug 2: CN1C2=C(C=C(C=C2)N(CCCl)CCCl)N=C1CCCC(=O)O.Cl. Cell line: SF-268. Synergy scores: CSS=6.57, Synergy_ZIP=0.655, Synergy_Bliss=4.01, Synergy_Loewe=3.52, Synergy_HSA=3.16. (4) Cell line: SK-MEL-2. Drug 1: CC1=C(C(=O)C2=C(C1=O)N3CC4C(C3(C2COC(=O)N)OC)N4)N. Drug 2: C1CN(P(=O)(OC1)NCCCl)CCCl. Synergy scores: CSS=59.9, Synergy_ZIP=-1.25, Synergy_Bliss=-2.31, Synergy_Loewe=-57.9, Synergy_HSA=-5.06. (5) Drug 1: C1CC(=O)NC(=O)C1N2CC3=C(C2=O)C=CC=C3N. Drug 2: COC1=C2C(=CC3=C1OC=C3)C=CC(=O)O2. Cell line: NCI/ADR-RES. Synergy scores: CSS=6.21, Synergy_ZIP=0.146, Synergy_Bliss=4.84, Synergy_Loewe=1.69, Synergy_HSA=0.269. (6) Drug 1: CC1=C2C(C(=O)C3(C(CC4C(C3C(C(C2(C)C)(CC1OC(=O)C(C(C5=CC=CC=C5)NC(=O)OC(C)(C)C)O)O)OC(=O)C6=CC=CC=C6)(CO4)OC(=O)C)OC)C)OC. Drug 2: CC1=C(C(CCC1)(C)C)C=CC(=CC=CC(=CC(=O)O)C)C. Cell line: TK-10. Synergy scores: CSS=33.8, Synergy_ZIP=0.371, Synergy_Bliss=-2.38, Synergy_Loewe=-20.1, Synergy_HSA=-2.12. (7) Drug 1: C1CC(=O)NC(=O)C1N2CC3=C(C2=O)C=CC=C3N. Drug 2: CN(C)N=NC1=C(NC=N1)C(=O)N. Cell line: NCI-H522. Synergy scores: CSS=2.82, Synergy_ZIP=-2.13, Synergy_Bliss=-1.18, Synergy_Loewe=-0.659, Synergy_HSA=-0.351.